Dataset: Peptide-MHC class II binding affinity with 134,281 pairs from IEDB. Task: Regression. Given a peptide amino acid sequence and an MHC pseudo amino acid sequence, predict their binding affinity value. This is MHC class II binding data. (1) The peptide sequence is IGGPVSSHNHIPGYK. The MHC is HLA-DQA10201-DQB10402 with pseudo-sequence HLA-DQA10201-DQB10402. The binding affinity (normalized) is 0.514. (2) The peptide sequence is TLWQRPLVTIKIGGQLMEAL. The MHC is DRB1_0301 with pseudo-sequence DRB1_0301. The binding affinity (normalized) is 0.240. (3) The peptide sequence is GINTIPIAINEAEYV. The MHC is DRB4_0101 with pseudo-sequence DRB4_0103. The binding affinity (normalized) is 0.497. (4) The peptide sequence is LRRELSGYCSNIKLQ. The MHC is DRB1_0101 with pseudo-sequence DRB1_0101. The binding affinity (normalized) is 0.427. (5) The peptide sequence is GSQLIWDRALGLPLE. The MHC is HLA-DQA10401-DQB10402 with pseudo-sequence HLA-DQA10401-DQB10402. The binding affinity (normalized) is 0.539.